Dataset: NCI-60 drug combinations with 297,098 pairs across 59 cell lines. Task: Regression. Given two drug SMILES strings and cell line genomic features, predict the synergy score measuring deviation from expected non-interaction effect. (1) Drug 1: CC1CCC2CC(C(=CC=CC=CC(CC(C(=O)C(C(C(=CC(C(=O)CC(OC(=O)C3CCCCN3C(=O)C(=O)C1(O2)O)C(C)CC4CCC(C(C4)OC)OCCO)C)C)O)OC)C)C)C)OC. Drug 2: C1=CC=C(C(=C1)C(C2=CC=C(C=C2)Cl)C(Cl)Cl)Cl. Cell line: TK-10. Synergy scores: CSS=1.98, Synergy_ZIP=-2.20, Synergy_Bliss=-1.49, Synergy_Loewe=-10.1, Synergy_HSA=-3.27. (2) Synergy scores: CSS=15.4, Synergy_ZIP=-3.05, Synergy_Bliss=-0.824, Synergy_Loewe=-25.0, Synergy_HSA=-1.55. Cell line: SK-MEL-5. Drug 2: C1=CC=C(C(=C1)C(C2=CC=C(C=C2)Cl)C(Cl)Cl)Cl. Drug 1: CCC1=C2CN3C(=CC4=C(C3=O)COC(=O)C4(CC)O)C2=NC5=C1C=C(C=C5)O. (3) Drug 1: CS(=O)(=O)C1=CC(=C(C=C1)C(=O)NC2=CC(=C(C=C2)Cl)C3=CC=CC=N3)Cl. Drug 2: C1CC(C1)(C(=O)O)C(=O)O.[NH2-].[NH2-].[Pt+2]. Cell line: UACC-257. Synergy scores: CSS=12.8, Synergy_ZIP=-3.39, Synergy_Bliss=3.68, Synergy_Loewe=1.78, Synergy_HSA=1.81. (4) Drug 1: COC1=C2C(=CC3=C1OC=C3)C=CC(=O)O2. Drug 2: C1CCC(C(C1)N)N.C(=O)(C(=O)[O-])[O-].[Pt+4]. Cell line: OVCAR-5. Synergy scores: CSS=5.61, Synergy_ZIP=-9.06, Synergy_Bliss=-13.7, Synergy_Loewe=-20.1, Synergy_HSA=-11.8.